Dataset: Catalyst prediction with 721,799 reactions and 888 catalyst types from USPTO. Task: Predict which catalyst facilitates the given reaction. (1) Reactant: [CH:1]1([NH:4][CH2:5][C:6]2([CH2:19][CH2:20][CH2:21][O:22][Si](C(C)(C)C)(C)C)[CH2:11][CH2:10][N:9]([C:12]([O:14][C:15]([CH3:18])([CH3:17])[CH3:16])=[O:13])[CH2:8][CH2:7]2)[CH2:3][CH2:2]1.[F-].C([N+](CCCC)(CCCC)CCCC)CCC. Product: [CH:1]1([NH:4][CH2:5][C:6]2([CH2:19][CH2:20][CH2:21][OH:22])[CH2:7][CH2:8][N:9]([C:12]([O:14][C:15]([CH3:16])([CH3:17])[CH3:18])=[O:13])[CH2:10][CH2:11]2)[CH2:3][CH2:2]1. The catalyst class is: 7. (2) Reactant: [F:1][C:2]1[CH:7]=[CH:6][C:5]([C:8]2[N:12]3[CH2:13][CH2:14][NH:15][CH2:16][C:11]3=[N:10][C:9]=2[C:17]([F:20])([F:19])[F:18])=[CH:4][CH:3]=1.CCN(CC1C=CC=CC=1)CC.C=CC1C=CC=CC=1.C=CC1C=CC(C=C)=CC=1.[Cl:51][C:52]1[C:60]([C:61]([F:64])([F:63])[F:62])=[CH:59][CH:58]=[CH:57][C:53]=1[C:54](Cl)=[O:55]. Product: [Cl:51][C:52]1[C:60]([C:61]([F:63])([F:64])[F:62])=[CH:59][CH:58]=[CH:57][C:53]=1[C:54]([N:15]1[CH2:14][CH2:13][N:12]2[C:8]([C:5]3[CH:6]=[CH:7][C:2]([F:1])=[CH:3][CH:4]=3)=[C:9]([C:17]([F:18])([F:19])[F:20])[N:10]=[C:11]2[CH2:16]1)=[O:55]. The catalyst class is: 4. (3) Reactant: [CH3:1][O:2][C:3](=[O:12])[C:4]1[CH:9]=[CH:8][C:7]([CH2:10][OH:11])=[CH:6][CH:5]=1.[CH2:13]1[O:15][CH2:14]1.B(F)(F)F.CCOCC. Product: [CH3:1][O:2][C:3](=[O:12])[C:4]1[CH:9]=[CH:8][C:7]([CH2:10][O:11][CH2:13][CH2:14][OH:15])=[CH:6][CH:5]=1. The catalyst class is: 614. (4) Reactant: O=[C:2]([C:7]1[C:15]2[C:10](=[CH:11][CH:12]=[C:13]([C:16]([F:19])([F:18])[F:17])[CH:14]=2)[NH:9][CH:8]=1)[C:3]([O:5][CH3:6])=[O:4].O1CCOCC1. Product: [F:19][C:16]([F:17])([F:18])[C:13]1[CH:14]=[C:15]2[C:10](=[CH:11][CH:12]=1)[NH:9][CH:8]=[C:7]2[CH2:2][C:3]([O:5][CH3:6])=[O:4]. The catalyst class is: 386. (5) Reactant: [N:1]1([CH2:11][CH2:12][CH2:13][C:14]([O:16][CH2:17][CH3:18])=[O:15])[C:10]2[C:5](=[CH:6][CH:7]=[CH:8][CH:9]=2)[CH2:4][CH2:3][CH2:2]1.[Br-:19].[Br-].[Br-].C([N+](CCCC)(CCCC)CCCC)CCC.C([N+](CCCC)(CCCC)CCCC)CCC.C([N+](CCCC)(CCCC)CCCC)CCC.O. Product: [Br:19][C:7]1[CH:6]=[C:5]2[C:10](=[CH:9][CH:8]=1)[N:1]([CH2:11][CH2:12][CH2:13][C:14]([O:16][CH2:17][CH3:18])=[O:15])[CH2:2][CH2:3][CH2:4]2. The catalyst class is: 4. (6) Reactant: [Br:1][C:2]1[N:6]2[C:7](=[O:13])[CH:8]=[C:9]([CH2:11]Cl)[N:10]=[C:5]2[S:4][C:3]=1[CH3:14].[C:15]([C:17]1[CH:18]=[C:19](B(O)O)[CH:20]=[CH:21][CH:22]=1)#[N:16].P([O-])([O-])([O-])=O.[K+].[K+].[K+]. Product: [Br:1][C:2]1[N:6]2[C:7](=[O:13])[CH:8]=[C:9]([CH2:11][C:21]3[CH:22]=[C:17]([CH:18]=[CH:19][CH:20]=3)[C:15]#[N:16])[N:10]=[C:5]2[S:4][C:3]=1[CH3:14]. The catalyst class is: 70.